This data is from Forward reaction prediction with 1.9M reactions from USPTO patents (1976-2016). The task is: Predict the product of the given reaction. (1) Given the reactants [Br:1][C:2]1[CH:3]=[CH:4][C:5]2[O:9][C:8]([C:10](=[O:12])[NH2:11])=[C:7]([NH:13][C:14](=O)[C:15]3[CH:20]=[CH:19][N:18]=[CH:17][C:16]=3[Cl:21])[C:6]=2[CH:23]=1.[OH-].[Na+].Cl, predict the reaction product. The product is: [Br:1][C:2]1[CH:3]=[CH:4][C:5]2[O:9][C:8]3[C:10](=[O:12])[NH:11][C:14]([C:15]4[CH:20]=[CH:19][N:18]=[CH:17][C:16]=4[Cl:21])=[N:13][C:7]=3[C:6]=2[CH:23]=1. (2) Given the reactants [F:1][C:2]1[CH:7]=[C:6](B2OC(C)(C)C(C)(C)O2)[CH:5]=[CH:4][C:3]=1[C:17]1[N:18]=[CH:19][C:20]([NH2:23])=[N:21][CH:22]=1.Br[C:25]1[CH:30]=[CH:29][CH:28]=[CH:27][C:26]=1[S:31]([NH:34][C@H:35]([CH2:38][CH3:39])[CH2:36][OH:37])(=[O:33])=[O:32], predict the reaction product. The product is: [NH2:23][C:20]1[N:21]=[CH:22][C:17]([C:3]2[CH:4]=[CH:5][C:6]([C:25]3[C:26]([S:31]([NH:34][C@@H:35]([CH2:36][OH:37])[CH2:38][CH3:39])(=[O:33])=[O:32])=[CH:27][CH:28]=[CH:29][CH:30]=3)=[CH:7][C:2]=2[F:1])=[N:18][CH:19]=1. (3) Given the reactants C(=O)([O-])[O-].[Cs+].[Cs+].[NH2:7][C:8]1[O:9][CH2:10][C@:11]2([C:25]3[C:20](=[N:21][CH:22]=[C:23]([C:26]#[C:27][C:28]([O:31][CH3:32])([CH3:30])[CH3:29])[CH:24]=3)[O:19][C:18]3[C:13]2=[CH:14][C:15]([OH:33])=[CH:16][CH:17]=3)[N:12]=1.C1C=CC(N([S:41]([C:44]([F:47])([F:46])[F:45])(=[O:43])=[O:42])[S:41]([C:44]([F:47])([F:46])[F:45])(=[O:43])=[O:42])=CC=1, predict the reaction product. The product is: [F:45][C:44]([F:47])([F:46])[S:41]([O:33][C:15]1[CH:14]=[C:13]2[C@@:11]3([CH2:10][O:9][C:8]([NH2:7])=[N:12]3)[C:25]3[C:20](=[N:21][CH:22]=[C:23]([C:26]#[C:27][C:28]([O:31][CH3:32])([CH3:30])[CH3:29])[CH:24]=3)[O:19][C:18]2=[CH:17][CH:16]=1)(=[O:43])=[O:42]. (4) Given the reactants [N:1]([C:4]1[CH:9]=[CH:8][C:7]([O:10][C:11]([F:14])([F:13])[F:12])=[CH:6][CH:5]=1)=[C:2]=[O:3].[NH2:15][C@@H:16]1[C@H:20]2[O:21][CH2:22][C@H:23]([C:24]#[N:25])[C@H:19]2[O:18][CH2:17]1, predict the reaction product. The product is: [C:24]([C@@H:23]1[C@H:19]2[O:18][CH2:17][C@H:16]([NH:15][C:2]([NH:1][C:4]3[CH:9]=[CH:8][C:7]([O:10][C:11]([F:12])([F:13])[F:14])=[CH:6][CH:5]=3)=[O:3])[C@H:20]2[O:21][CH2:22]1)#[N:25]. (5) The product is: [CH2:1]([O:8][CH:9]1[CH2:10][CH:11]([N:13]2[C:21](=[O:23])[C:20]3[N:19]([CH2:26][C:27]4[CH:32]=[CH:31][C:30]([Cl:33])=[CH:29][CH:28]=4)[CH:18]=[N:17][C:16]=3[NH:15][C:14]2=[O:34])[CH2:12]1)[C:2]1[CH:7]=[CH:6][CH:5]=[CH:4][CH:3]=1. Given the reactants [CH2:1]([O:8][CH:9]1[CH2:12][CH:11]([NH:13][C:14](=[O:34])[NH:15][C:16]2[N:17]=[CH:18][N:19]([CH2:26][C:27]3[CH:32]=[CH:31][C:30]([Cl:33])=[CH:29][CH:28]=3)[C:20]=2[C:21]([O:23]CC)=O)[CH2:10]1)[C:2]1[CH:7]=[CH:6][CH:5]=[CH:4][CH:3]=1.[O-]CC.[Na+], predict the reaction product.